This data is from Forward reaction prediction with 1.9M reactions from USPTO patents (1976-2016). The task is: Predict the product of the given reaction. (1) Given the reactants COC[O:4][C:5]1[CH:10]=[CH:9][C:8]([O:11][CH2:12][CH2:13][CH3:14])=[C:7]([O:15]COC)[C:6]=1[CH3:19].Cl.O, predict the reaction product. The product is: [CH3:19][C:6]1[C:7]([OH:15])=[C:8]([O:11][CH2:12][CH2:13][CH3:14])[CH:9]=[CH:10][C:5]=1[OH:4]. (2) Given the reactants [Cl:1][C:2]1[CH:3]=[C:4]([C:8]2[N:12]3[N:13]=[C:14]([NH:17][C@H:18]4[CH2:23][CH2:22][C@H:21]([NH2:24])[CH2:20][CH2:19]4)[CH:15]=[CH:16][C:11]3=[N:10][CH:9]=2)[CH:5]=[CH:6][CH:7]=1.CCN(C(C)C)C(C)C.[CH3:34][S:35](OCl)(=[O:37])=[O:36].C(Cl)Cl, predict the reaction product. The product is: [Cl:1][C:2]1[CH:3]=[C:4]([C:8]2[N:12]3[N:13]=[C:14]([NH:17][C@H:18]4[CH2:23][CH2:22][C@H:21]([NH:24][S:35]([CH3:34])(=[O:37])=[O:36])[CH2:20][CH2:19]4)[CH:15]=[CH:16][C:11]3=[N:10][CH:9]=2)[CH:5]=[CH:6][CH:7]=1. (3) Given the reactants BrCCBr.C[Si](Cl)(C)C.I[CH:11]1[CH2:16][CH2:15][N:14]([C:17]([O:19][C:20]([CH3:23])([CH3:22])[CH3:21])=[O:18])[CH2:13][CH2:12]1.O1C=CC=C1P(C1OC=CC=1)C1OC=CC=1.Br[C:41]1[CH:46]=[CH:45][C:44]([Cl:47])=[CH:43][N:42]=1, predict the reaction product. The product is: [Cl:47][C:44]1[CH:45]=[CH:46][C:41]([CH:11]2[CH2:16][CH2:15][N:14]([C:17]([O:19][C:20]([CH3:23])([CH3:22])[CH3:21])=[O:18])[CH2:13][CH2:12]2)=[N:42][CH:43]=1. (4) The product is: [NH2:22][C@@H:20]([CH3:21])[C:19]([N:16]1[CH2:15][CH2:14][CH:13]([CH2:12][CH2:11][N:6]2[C:5]([S:31][C:32]3[S:33][C:34]4[C:40]([Cl:41])=[CH:39][CH:38]=[CH:37][C:35]=4[N:36]=3)=[N:4][C:3]3[C:7]2=[N:8][CH:9]=[N:10][C:2]=3[NH2:1])[CH2:18][CH2:17]1)=[O:30].[F:45][C:44]([F:47])([F:46])[C:42]([O-:48])=[O:43]. Given the reactants [NH2:1][C:2]1[N:10]=[CH:9][N:8]=[C:7]2[C:3]=1[N:4]=[C:5]([S:31][C:32]1[S:33][C:34]3[C:40]([Cl:41])=[CH:39][CH:38]=[CH:37][C:35]=3[N:36]=1)[N:6]2[CH2:11][CH2:12][CH:13]1[CH2:18][CH2:17][N:16]([C:19](=[O:30])[C@@H:20]([NH:22]C(=O)OC(C)(C)C)[CH3:21])[CH2:15][CH2:14]1.[C:42]([OH:48])([C:44]([F:47])([F:46])[F:45])=[O:43], predict the reaction product. (5) Given the reactants [I:1][C:2]1[C:10]2[C:5](=[N:6][CH:7]=[N:8][C:9]=2[NH2:11])[NH:4][N:3]=1.[H-].[Na+].CS(O[CH2:19][CH2:20][NH:21][C:22]([O:24][C:25]([CH3:28])([CH3:27])[CH3:26])=[O:23])(=O)=O, predict the reaction product. The product is: [NH2:11][C:9]1[N:8]=[CH:7][N:6]=[C:5]2[N:4]([CH2:19][CH2:20][NH:21][C:22](=[O:23])[O:24][C:25]([CH3:28])([CH3:27])[CH3:26])[N:3]=[C:2]([I:1])[C:10]=12. (6) The product is: [CH3:1][P:2]([C:8]1[CH:13]=[CH:12][C:11]([N+:14]([O-:16])=[O:15])=[CH:10][C:9]=1[CH3:17])(=[O:6])[O:3][CH2:4][CH3:5]. Given the reactants [CH3:1][PH:2](=[O:6])[O:3][CH2:4][CH3:5].I[C:8]1[CH:13]=[CH:12][C:11]([N+:14]([O-:16])=[O:15])=[CH:10][C:9]=1[CH3:17].CCN(C(C)C)C(C)C, predict the reaction product. (7) Given the reactants Cl.[F:2][C:3]1[CH:4]=[C:5]2[C:10](=[CH:11][CH:12]=1)[O:9][CH2:8][CH:7]=[C:6]2[CH2:13][NH2:14], predict the reaction product. The product is: [F:2][C:3]1[CH:4]=[C:5]2[C:10](=[CH:11][CH:12]=1)[O:9][CH2:8][CH2:7][CH:6]2[CH2:13][NH2:14]. (8) Given the reactants [ClH:1].[C:2]([O:10][C@H:11]1[CH2:15][CH2:14][N:13](CC2C=CC=CC=2)[CH2:12]1)(=[O:9])[C:3]1[CH:8]=[CH:7][CH:6]=[CH:5][CH:4]=1, predict the reaction product. The product is: [ClH:1].[C:2]([O:10][C@H:11]1[CH2:15][CH2:14][NH:13][CH2:12]1)(=[O:9])[C:3]1[CH:4]=[CH:5][CH:6]=[CH:7][CH:8]=1. (9) Given the reactants [Br:1][C:2]1[CH:9]=[CH:8][C:5](C=C)=[CH:4][CH:3]=1.C[N+]1([O-])[CH2:16][CH2:15][O:14]CC1.CC(C)=[O:20].O, predict the reaction product. The product is: [Br:1][C:2]1[CH:9]=[CH:8][C:5]([CH:15]([OH:14])[CH2:16][OH:20])=[CH:4][CH:3]=1. (10) Given the reactants F[C:2]1[C:10]([N+:11]([O-:13])=[O:12])=[CH:9][CH:8]=[C:7]([F:14])[C:3]=1[C:4]([OH:6])=[O:5].C([O-])(=O)C.[NH4+:19], predict the reaction product. The product is: [NH2:19][C:2]1[C:10]([N+:11]([O-:13])=[O:12])=[CH:9][CH:8]=[C:7]([F:14])[C:3]=1[C:4]([OH:6])=[O:5].